Dataset: Forward reaction prediction with 1.9M reactions from USPTO patents (1976-2016). Task: Predict the product of the given reaction. (1) Given the reactants Cl[C:2]1[N:7]=[C:6]([CH3:8])[C:5]([N+:9]([O-:11])=[O:10])=[CH:4][CH:3]=1.[NH:12]1[CH2:16][CH2:15][CH2:14][CH2:13]1.C(=O)([O-])[O-].[K+].[K+], predict the reaction product. The product is: [CH3:8][C:6]1[C:5]([N+:9]([O-:11])=[O:10])=[CH:4][CH:3]=[C:2]([N:12]2[CH2:16][CH2:15][CH2:14][CH2:13]2)[N:7]=1. (2) The product is: [OH:1][C:2]1[CH:3]=[C:4]([C:5]2[C:14]3[NH:10][C:11]([C:5]([C:4]4[CH:7]=[CH:8][CH:9]=[C:2]([OH:1])[CH:3]=4)=[C:11]4[N:10]=[C:14]([C:5]([C:4]5[CH:7]=[CH:8][CH:9]=[C:2]([OH:1])[CH:3]=5)=[C:11]5[NH:10][C:14](=[C:5]([C:4]6[CH:7]=[CH:8][CH:9]=[C:2]([OH:1])[CH:3]=6)[C:11]6[CH:12]=[CH:13][C:14]=2[N:10]=6)[CH:13]=[CH:12]5)[CH:13]=[CH:12]4)=[CH:12][CH:13]=3)[CH:7]=[CH:8][CH:9]=1. Given the reactants [OH:1][C:2]1[CH:3]=[C:4]([CH:7]=[CH:8][CH:9]=1)[CH:5]=O.[NH:10]1[CH:14]=[CH:13][CH:12]=[CH:11]1, predict the reaction product. (3) Given the reactants [F:1][C:2]1[CH:7]=[CH:6][C:5]([C:8]2[O:9][C:10]3[CH:20]=[CH:19][C:18]([C:21]4[C:22]([CH3:33])=[CH:23][C:24]([O:31]C)=[C:25]([CH:30]=4)[C:26]([O:28][CH3:29])=[O:27])=[CH:17][C:11]=3[C:12]=2[C:13](=[O:16])[NH:14][CH3:15])=[CH:4][CH:3]=1.B(Cl)(Cl)Cl.CO, predict the reaction product. The product is: [F:1][C:2]1[CH:3]=[CH:4][C:5]([C:8]2[O:9][C:10]3[CH:20]=[CH:19][C:18]([C:21]4[C:22]([CH3:33])=[CH:23][C:24]([OH:31])=[C:25]([CH:30]=4)[C:26]([O:28][CH3:29])=[O:27])=[CH:17][C:11]=3[C:12]=2[C:13](=[O:16])[NH:14][CH3:15])=[CH:6][CH:7]=1.